Task: Predict the reaction yield, written as a fraction of the theoretical maximum amount of product (1.0 means a 100% yield; for example, 0.34 means a 34% yield).. Dataset: Reaction yield outcomes from USPTO patents with 853,638 reactions (1) The reactants are CCN(C(C)C)C(C)C.[CH3:10][C:11]([O:14][C:15]([NH:17][C@H:18]([C:27]([OH:29])=O)[CH2:19][CH2:20][C:21]1[CH:26]=[CH:25][CH:24]=[CH:23][CH:22]=1)=[O:16])([CH3:13])[CH3:12].[NH2:30][C@H:31]([C:36]([O:38][CH2:39][C:40]1[CH:45]=[CH:44][CH:43]=[CH:42][CH:41]=1)=[O:37])[CH2:32][CH:33]([CH3:35])[CH3:34].CC1C=CC(S(O)(=O)=O)=CC=1.CN(C(ON1N=NC2C=CC=NC1=2)=[N+](C)C)C.F[P-](F)(F)(F)(F)F.Cl. The catalyst is C(Cl)Cl. The product is [C:11]([O:14][C:15]([NH:17][C@@H:18]([CH2:19][CH2:20][C:21]1[CH:22]=[CH:23][CH:24]=[CH:25][CH:26]=1)[C:27]([NH:30][C@@H:31]([CH2:32][CH:33]([CH3:35])[CH3:34])[C:36]([O:38][CH2:39][C:40]1[CH:45]=[CH:44][CH:43]=[CH:42][CH:41]=1)=[O:37])=[O:29])=[O:16])([CH3:10])([CH3:12])[CH3:13]. The yield is 1.00. (2) The reactants are S(Cl)(C)(=O)=O.[F:6][C:7]([F:24])([F:23])[O:8][C:9]1[CH:14]=[CH:13][C:12]([C:15]2[N:20]=[CH:19][C:18]([CH2:21]O)=[CH:17][N:16]=2)=[CH:11][CH:10]=1.CCN(CC)CC.[Li+].[Br-:33]. The catalyst is C1COCC1.CC(C)=O. The product is [Br:33][CH2:21][C:18]1[CH:17]=[N:16][C:15]([C:12]2[CH:13]=[CH:14][C:9]([O:8][C:7]([F:24])([F:23])[F:6])=[CH:10][CH:11]=2)=[N:20][CH:19]=1. The yield is 0.940. (3) The reactants are FC(F)(F)C1C=C(NC(=O)NC2C=CC(C3SC(CCC(O)=O)=NC=3)=CC=2)C=CC=1.[Cl:31][C:32]1[CH:37]=[CH:36][C:35]([NH:38][C:39](=[O:58])[NH:40][C:41]2[CH:46]=[CH:45][C:44]([C:47]3[S:51][C:50]([CH2:52][CH2:53][C:54]([O:56]C)=[O:55])=[N:49][CH:48]=3)=[CH:43][CH:42]=2)=[C:34]([O:59][C:60]2[CH:65]=[CH:64][CH:63]=[CH:62][CH:61]=2)[CH:33]=1. No catalyst specified. The product is [Cl:31][C:32]1[CH:37]=[CH:36][C:35]([NH:38][C:39](=[O:58])[NH:40][C:41]2[CH:42]=[CH:43][C:44]([C:47]3[S:51][C:50]([CH2:52][CH2:53][C:54]([OH:56])=[O:55])=[N:49][CH:48]=3)=[CH:45][CH:46]=2)=[C:34]([O:59][C:60]2[CH:61]=[CH:62][CH:63]=[CH:64][CH:65]=2)[CH:33]=1. The yield is 0.770. (4) The reactants are CS(O[CH2:6][C:7]1[CH2:11][CH:10]([C:12]2[CH:17]=[CH:16][C:15]([Cl:18])=[CH:14][CH:13]=2)[N:9]([C:19]2[CH:24]=[CH:23][C:22]([Cl:25])=[CH:21][C:20]=2[Cl:26])[N:8]=1)(=O)=O.[NH4+:27].[OH-]. The catalyst is C1COCC1. The product is [Cl:18][C:15]1[CH:16]=[CH:17][C:12]([CH:10]2[N:9]([C:19]3[CH:24]=[CH:23][C:22]([Cl:25])=[CH:21][C:20]=3[Cl:26])[N:8]=[C:7]([CH2:6][NH2:27])[CH2:11]2)=[CH:13][CH:14]=1. The yield is 0.400. (5) The reactants are [CH3:1][C:2]1[CH:9]=[CH:8][C:5]([CH:6]=O)=[CH:4][CH:3]=1.Cl.[S:11]([C:15]1[CH:20]=[CH:19][C:18]([NH:21][NH2:22])=[CH:17][CH:16]=1)(=[O:14])(=[O:13])[NH2:12]. No catalyst specified. The product is [S:11]([C:15]1[CH:16]=[CH:17][C:18]([NH:21][N:22]=[CH:6][C:5]2[CH:8]=[CH:9][C:2]([CH3:1])=[CH:3][CH:4]=2)=[CH:19][CH:20]=1)(=[O:14])(=[O:13])[NH2:12]. The yield is 0.450. (6) The reactants are Cl.[CH:2]([N:5]1[CH2:10][CH2:9][CH:8]([O:11][C:12]2[CH:13]=[C:14]3[C:18](=[CH:19][C:20]=2[CH3:21])[NH:17][C:16]([C:22]([OH:24])=O)=[CH:15]3)[CH2:7][CH2:6]1)([CH3:4])[CH3:3].[CH:25]1([C:28]([N:30]2[CH2:35][CH2:34][NH:33][CH2:32][CH2:31]2)=[O:29])[CH2:27][CH2:26]1. No catalyst specified. The product is [CH:25]1([C:28]([N:30]2[CH2:35][CH2:34][N:33]([C:22]([C:16]3[NH:17][C:18]4[C:14]([CH:15]=3)=[CH:13][C:12]([O:11][CH:8]3[CH2:9][CH2:10][N:5]([CH:2]([CH3:3])[CH3:4])[CH2:6][CH2:7]3)=[C:20]([CH3:21])[CH:19]=4)=[O:24])[CH2:32][CH2:31]2)=[O:29])[CH2:26][CH2:27]1. The yield is 0.560. (7) The reactants are [C:1]([C:3]1[CH:8]=[CH:7][CH:6]=[CH:5][C:4]=1[C:9]1[CH:14]=[CH:13][C:12]([CH2:15][C:16]2[C:17](=[O:42])[N:18]([C@H:28]3[CH2:33][CH2:32][C@H:31]([O:34][CH2:35][C:36](N(OC)C)=[O:37])[CH2:30][CH2:29]3)[C:19]3[N:20]([N:25]=[CH:26][CH:27]=3)[C:21]=2[CH2:22][CH2:23][CH3:24])=[CH:11][CH:10]=1)#[N:2].[CH:43]1([Mg]Br)[CH2:45][CH2:44]1.C(OCC)(=O)C. The catalyst is O1CCCC1. The product is [CH:43]1([CH:36]([OH:37])[CH2:35][O:34][C@H:31]2[CH2:30][CH2:29][C@H:28]([N:18]3[C:17](=[O:42])[C:16]([CH2:15][C:12]4[CH:13]=[CH:14][C:9]([C:4]5[C:3]([C:1]#[N:2])=[CH:8][CH:7]=[CH:6][CH:5]=5)=[CH:10][CH:11]=4)=[C:21]([CH2:22][CH2:23][CH3:24])[N:20]4[N:25]=[CH:26][CH:27]=[C:19]34)[CH2:33][CH2:32]2)[CH2:45][CH2:44]1. The yield is 0.810. (8) The reactants are [CH:1](=O)[C:2]1[C:3](=[CH:5][CH:6]=[CH:7][CH:8]=1)[OH:4].[CH3:10][NH2:11].[S:12]1[CH2:18][C:16](=[O:17])[NH:15][C:13]1=S. No catalyst specified. The product is [OH:4][C:3]1[CH:5]=[CH:6][CH:7]=[CH:8][C:2]=1/[CH:1]=[C:18]1/[C:16](=[O:17])[N:15]=[C:13]([NH:11][CH3:10])[S:12]/1. The yield is 0.120. (9) The reactants are [Cl:1][C:2]1[CH:7]=[C:6]([N:8]2[CH2:13][CH2:12][O:11][CH2:10][CH2:9]2)[N:5]2[N:14]=[CH:15][CH:16]=[C:4]2[N:3]=1.[Br:17]N1C(=O)CCC1=O. The catalyst is C(Cl)Cl.C(=O)(O)[O-].[Na+]. The product is [Br:17][C:16]1[CH:15]=[N:14][N:5]2[C:6]([N:8]3[CH2:13][CH2:12][O:11][CH2:10][CH2:9]3)=[CH:7][C:2]([Cl:1])=[N:3][C:4]=12. The yield is 0.610.